This data is from Reaction yield outcomes from USPTO patents with 853,638 reactions. The task is: Predict the reaction yield, written as a fraction of the theoretical maximum amount of product (1.0 means a 100% yield; for example, 0.34 means a 34% yield). (1) The reactants are [C:1]1(=[O:8])[CH2:6][CH2:5][CH2:4][C:3](=[O:7])[CH2:2]1.C([O-])([O-])=O.[Na+].[Na+].[O:15](S(C(F)(F)F)(=O)=O)[S:16]([C:19]([F:22])([F:21])[F:20])(=O)=[O:17]. The catalyst is C(Cl)Cl. The product is [F:20][C:19]([F:22])([F:21])[S:16]([O:7][C:3]1[CH2:4][CH2:5][CH2:6][C:1](=[O:8])[CH:2]=1)(=[O:17])=[O:15]. The yield is 0.670. (2) The reactants are [CH3:1][C:2]1[CH:11]=[CH:10][C:9]2[C:4](=[C:5]([CH3:12])[CH:6]=[CH:7][CH:8]=2)[N:3]=1.CC[OH:15]. No catalyst specified. The product is [CH3:12][C:5]1[CH:6]=[CH:7][CH:8]=[C:9]2[C:4]=1[N:3]=[C:2]([CH:1]=[O:15])[CH:11]=[CH:10]2. The yield is 0.480. (3) The reactants are B(Br)(Br)Br.ClCCl.[CH2:8]([N:10]1[C:16](=[O:17])[C:15]([CH3:19])([CH3:18])[C:14](=[O:20])[N:13]([CH3:21])[C:12]2[CH:22]=[C:23]([O:26]C)[CH:24]=[CH:25][C:11]1=2)[CH3:9].O. The catalyst is CO.ClCCl. The product is [CH2:8]([N:10]1[C:16](=[O:17])[C:15]([CH3:19])([CH3:18])[C:14](=[O:20])[N:13]([CH3:21])[C:12]2[CH:22]=[C:23]([OH:26])[CH:24]=[CH:25][C:11]1=2)[CH3:9]. The yield is 0.980. (4) The reactants are [ClH:1].[CH2:2]([C:5]1[N:6]=[C:7]([NH2:10])[NH:8][CH:9]=1)[C:3]#[CH:4].[N:11]([CH2:14][CH2:15][C:16]1[CH:20]=[CH:19][S:18][CH:17]=1)=[N+:12]=[N-:13]. No catalyst specified. The product is [ClH:1].[S:18]1[CH:19]=[CH:20][C:16]([CH2:15][CH2:14][N:11]2[CH:4]=[C:3]([CH2:2][C:5]3[N:6]=[C:7]([NH2:10])[NH:8][CH:9]=3)[N:13]=[N:12]2)=[CH:17]1. The yield is 0.600. (5) The yield is 0.880. The product is [CH3:11][N:12]([CH3:15])[CH2:13][CH2:9][C:8]([C:4]1[CH:5]=[CH:6][CH:7]=[C:2]([F:1])[CH:3]=1)=[O:10]. No catalyst specified. The reactants are [F:1][C:2]1[CH:3]=[C:4]([C:8](=[O:10])[CH3:9])[CH:5]=[CH:6][CH:7]=1.[CH3:11][NH:12][CH3:13].Cl.[CH2:15](O)C. (6) The reactants are Br[C:2]1[CH:3]=[C:4]([C:15]([NH:17][CH2:18][C:19]2[C:20](=[O:29])[NH:21][C:22]([CH3:28])=[CH:23][C:24]=2[CH2:25][CH2:26][CH3:27])=[O:16])[C:5]2[C:6]([CH3:14])=[N:7][N:8]([CH:11]([CH3:13])[CH3:12])[C:9]=2[CH:10]=1.[CH3:30][N:31]1[CH2:36][CH2:35][N:34]([C:37]2[CH:42]=[C:41](B3OC(C)(C)C(C)(C)O3)[CH:40]=[CH:39][N:38]=2)[CH2:33][CH2:32]1.C(=O)(O)[O-].[Na+]. The catalyst is O1CCOCC1.O.C1C=CC(P(C2C=CC=CC=2)[C-]2C=CC=C2)=CC=1.C1C=CC(P(C2C=CC=CC=2)[C-]2C=CC=C2)=CC=1.Cl[Pd]Cl.[Fe+2].C(Cl)Cl. The product is [CH:11]([N:8]1[C:9]2[CH:10]=[C:2]([C:41]3[CH:40]=[CH:39][N:38]=[C:37]([N:34]4[CH2:33][CH2:32][N:31]([CH3:30])[CH2:36][CH2:35]4)[CH:42]=3)[CH:3]=[C:4]([C:15]([NH:17][CH2:18][C:19]3[C:20](=[O:29])[NH:21][C:22]([CH3:28])=[CH:23][C:24]=3[CH2:25][CH2:26][CH3:27])=[O:16])[C:5]=2[C:6]([CH3:14])=[N:7]1)([CH3:13])[CH3:12]. The yield is 0.320. (7) The reactants are Br[CH2:2][C:3]1[O:4][C:5](=[O:20])[C:6]2[C:11]([C:12]=1[C:13]1[CH:18]=[CH:17][CH:16]=[C:15]([F:19])[CH:14]=1)=[CH:10][CH:9]=[CH:8][CH:7]=2.[N:21]1[C:29]([NH2:30])=[C:28]2[C:24]([NH:25][CH:26]=[N:27]2)=[N:23][CH:22]=1.C([O-])([O-])=O.[K+].[K+]. No catalyst specified. The product is [NH2:30][C:29]1[N:21]=[CH:22][N:23]=[C:24]2[C:28]=1[N:27]=[CH:26][N:25]2[CH2:2][C:3]1[O:4][C:5](=[O:20])[C:6]2[C:11]([C:12]=1[C:13]1[CH:18]=[CH:17][CH:16]=[C:15]([F:19])[CH:14]=1)=[CH:10][CH:9]=[CH:8][CH:7]=2. The yield is 0.626. (8) The reactants are Cl.[NH2:2][C@@H:3]1[C@@H:8]2[CH2:9][C@@H:5]([CH2:6][CH2:7]2)[C@@H:4]1[C:10]([O:12][CH3:13])=[O:11].C([O-])(=O)C.[Na+].[F:19][C:20]1[CH:27]=[CH:26][C:23]([CH:24]=O)=[CH:22][CH:21]=1.C([BH3-])#N.[Na+].C(=O)(O)[O-].[Na+]. The catalyst is CO.C(OCC)(=O)C. The product is [F:19][C:20]1[CH:27]=[CH:26][C:23]([CH2:24][NH:2][C@@H:3]2[C@@H:8]3[CH2:9][C@@H:5]([CH2:6][CH2:7]3)[C@@H:4]2[C:10]([O:12][CH3:13])=[O:11])=[CH:22][CH:21]=1. The yield is 0.990. (9) The reactants are [I:1][C:2]1[N:7]=[N:6][C:5]([NH2:8])=[CH:4][CH:3]=1.Cl[CH2:10][C:11]([NH:13][C:14](=[O:20])[O:15][C:16]([CH3:19])([CH3:18])[CH3:17])=O.P([O-])([O-])(O)=O.[Na+].[Na+].CC(N(C)C)=O. The catalyst is O. The product is [I:1][C:2]1[CH:3]=[CH:4][C:5]2[N:6]([CH:10]=[C:11]([NH:13][C:14](=[O:20])[O:15][C:16]([CH3:19])([CH3:18])[CH3:17])[N:8]=2)[N:7]=1. The yield is 0.390.